From a dataset of Catalyst prediction with 721,799 reactions and 888 catalyst types from USPTO. Predict which catalyst facilitates the given reaction. (1) Reactant: [CH2:1]([N:4]1[C:12]2[C:7](=[CH:8][CH:9]=[CH:10][C:11]=2[Br:13])[C:6](C2C(=O)NC(=O)C=2C2C3C(=CC=CC=3)NC=2)=[CH:5]1)[CH:2]=[CH2:3]. Product: [CH2:1]([N:4]1[C:12]2[C:7](=[CH:8][CH:9]=[CH:10][C:11]=2[Br:13])[CH:6]=[CH:5]1)[CH:2]=[CH2:3]. The catalyst class is: 5. (2) Reactant: [CH:1]1([CH2:7][C:8]2[N:13]([CH3:14])[C:12](=[O:15])[C:11]([C:16]3[CH:21]=[CH:20][C:19]([O:22][C:23]4[CH:28]=[CH:27][N:26]=[C:25]5[N:29](CC6C=CC(OC)=CC=6)[N:30]=[C:31]([C:32]6[CH:37]=[CH:36][C:35]([C:38]([N:40]7[CH2:45][CH2:44][O:43][CH2:42][CH2:41]7)=[O:39])=[CH:34][CH:33]=6)[C:24]=45)=[C:18]([F:55])[CH:17]=3)=[CH:10][N:9]=2)[CH2:6][CH2:5][CH2:4][CH2:3][CH2:2]1. Product: [CH:1]1([CH2:7][C:8]2[N:13]([CH3:14])[C:12](=[O:15])[C:11]([C:16]3[CH:21]=[CH:20][C:19]([O:22][C:23]4[CH:28]=[CH:27][N:26]=[C:25]5[NH:29][N:30]=[C:31]([C:32]6[CH:37]=[CH:36][C:35]([C:38]([N:40]7[CH2:45][CH2:44][O:43][CH2:42][CH2:41]7)=[O:39])=[CH:34][CH:33]=6)[C:24]=45)=[C:18]([F:55])[CH:17]=3)=[CH:10][N:9]=2)[CH2:6][CH2:5][CH2:4][CH2:3][CH2:2]1. The catalyst class is: 67. (3) Reactant: [C:1]1([CH:7]([CH3:11])[C:8](O)=[O:9])[CH:6]=[CH:5][CH:4]=[CH:3][CH:2]=1.C(Cl)(=O)C([Cl:15])=O. Product: [C:1]1([CH:7]([CH3:11])[C:8]([Cl:15])=[O:9])[CH:6]=[CH:5][CH:4]=[CH:3][CH:2]=1. The catalyst class is: 85.